Dataset: Reaction yield outcomes from USPTO patents with 853,638 reactions. Task: Predict the reaction yield, written as a fraction of the theoretical maximum amount of product (1.0 means a 100% yield; for example, 0.34 means a 34% yield). (1) The reactants are [Cl:1][C:2]1[N:3]=[C:4]([C:9]([NH:11][C:12]2[CH:30]=[CH:29][C:15]3[N:16]([C:20](=[O:28])[CH2:21][CH2:22][C:23]([O:25]CC)=[O:24])[CH2:17][CH2:18][O:19][C:14]=3[CH:13]=2)=[O:10])[NH:5][C:6]=1[CH2:7][CH3:8].[OH-].[Li+]. The catalyst is CO. The product is [Cl:1][C:2]1[N:3]=[C:4]([C:9]([NH:11][C:12]2[CH:30]=[CH:29][C:15]3[N:16]([C:20](=[O:28])[CH2:21][CH2:22][C:23]([OH:25])=[O:24])[CH2:17][CH2:18][O:19][C:14]=3[CH:13]=2)=[O:10])[NH:5][C:6]=1[CH2:7][CH3:8]. The yield is 0.250. (2) The reactants are [CH:1]([C:4]1[CH:9]=[CH:8][CH:7]=[C:6]([C:10]2[CH:15]=[CH:14][CH:13]=[CH:12][CH:11]=2)[C:5]=1[O:16]C)([CH3:3])[CH3:2].O. The catalyst is C(OCC)C. The product is [CH:1]([C:4]1[CH:9]=[CH:8][CH:7]=[C:6]([C:10]2[CH:15]=[CH:14][CH:13]=[CH:12][CH:11]=2)[C:5]=1[OH:16])([CH3:3])[CH3:2]. The yield is 0.940. (3) The reactants are [Br:1][C:2]1[CH:7]=[CH:6][C:5]([S:8][C:9]2[N:14]=[C:13]([CH3:15])[C:12]([CH2:16][OH:17])=[CH:11][CH:10]=2)=[CH:4][C:3]=1[CH3:18].[H-].[Na+].[CH3:21][O:22][CH2:23]Cl. The catalyst is C1COCC1. The product is [Br:1][C:2]1[CH:7]=[CH:6][C:5]([S:8][C:9]2[N:14]=[C:13]([CH3:15])[C:12]([CH2:16][O:17][CH2:21][O:22][CH3:23])=[CH:11][CH:10]=2)=[CH:4][C:3]=1[CH3:18]. The yield is 0.810. (4) The reactants are Cl[C:2]1[N:3]=[C:4]([N:13]2[CH2:18][CH2:17][O:16][CH2:15][CH2:14]2)[C:5]2[S:10][C:9](I)=[C:8]([CH3:12])[C:6]=2[N:7]=1.B1([C:28]2[CH:33]=[CH:32][CH:31]=[C:30]([CH2:34][C:35]([OH:37])=[O:36])[CH:29]=2)OC(C)(C)C(C)(C)O1.[NH2:38][C:39]1[N:44]=[CH:43][C:42](B2OC(C)(C)C(C)(C)O2)=[CH:41][N:40]=1. No catalyst specified. The product is [NH2:38][C:39]1[N:44]=[CH:43][C:42]([C:2]2[N:3]=[C:4]([N:13]3[CH2:18][CH2:17][O:16][CH2:15][CH2:14]3)[C:5]3[S:10][C:9]([C:32]4[CH:31]=[C:30]([CH2:34][C:35]([OH:37])=[O:36])[CH:29]=[CH:28][CH:33]=4)=[C:8]([CH3:12])[C:6]=3[N:7]=2)=[CH:41][N:40]=1. The yield is 0.770. (5) The reactants are [CH2:1]([N:4]1[CH2:8][CH2:7][CH2:6][CH2:5]1)[C:2]#[CH:3].Br[C:10]1[CH:11]=[C:12]2[C:16](=[C:17]([Cl:19])[CH:18]=1)[C:15](=[O:20])[N:14]([CH2:21][C:22]1[CH:27]=[CH:26][C:25]([O:28][C:29]3[CH:34]=[CH:33][CH:32]=[CH:31][CH:30]=3)=[CH:24][CH:23]=1)[CH2:13]2.C(Cl)(Cl)Cl.CO. The catalyst is C(NC(C)C)(C)C.Cl[Pd](Cl)([P](C1C=CC=CC=1)(C1C=CC=CC=1)C1C=CC=CC=1)[P](C1C=CC=CC=1)(C1C=CC=CC=1)C1C=CC=CC=1.[Cu]I. The product is [Cl:19][C:17]1[CH:18]=[C:10]([C:3]#[C:2][CH2:1][N:4]2[CH2:8][CH2:7][CH2:6][CH2:5]2)[CH:11]=[C:12]2[C:16]=1[C:15](=[O:20])[N:14]([CH2:21][C:22]1[CH:27]=[CH:26][C:25]([O:28][C:29]3[CH:34]=[CH:33][CH:32]=[CH:31][CH:30]=3)=[CH:24][CH:23]=1)[CH2:13]2. The yield is 0.660.